Dataset: Reaction yield outcomes from USPTO patents with 853,638 reactions. Task: Predict the reaction yield, written as a fraction of the theoretical maximum amount of product (1.0 means a 100% yield; for example, 0.34 means a 34% yield). (1) The reactants are [F:1][C:2]1[CH:3]=[CH:4][C:5]([O:24][CH3:25])=[C:6]([C:8]2[N:12]([CH2:13][CH2:14][O:15][CH2:16][Si:17]([CH3:20])([CH3:19])[CH3:18])[N:11]=[CH:10][C:9]=2[N+:21]([O-])=O)[CH:7]=1.O.[Cl-].[NH4+]. The catalyst is C(O)C.ClCCl.[Fe]. The product is [F:1][C:2]1[CH:3]=[CH:4][C:5]([O:24][CH3:25])=[C:6]([C:8]2[N:12]([CH2:13][CH2:14][O:15][CH2:16][Si:17]([CH3:18])([CH3:20])[CH3:19])[N:11]=[CH:10][C:9]=2[NH2:21])[CH:7]=1. The yield is 0.700. (2) The reactants are Cl.[CH:2]1[C:11]2[CH:10]=[CH:9][CH:8]=[C:7]([S:12](Cl)(=[O:14])=[O:13])[C:6]=2[CH:5]=[CH:4][N:3]=1.[C:16]([NH2:20])([CH3:19])([CH3:18])[CH3:17].C(OCC)(=O)C. The catalyst is C(Cl)Cl. The product is [C:16]([NH:20][S:12]([C:7]1[C:6]2[CH:5]=[CH:4][N:3]=[CH:2][C:11]=2[CH:10]=[CH:9][CH:8]=1)(=[O:14])=[O:13])([CH3:19])([CH3:18])[CH3:17]. The yield is 0.860. (3) The reactants are [OH:1][C:2]1[CH:11]=[CH:10][C:5]2[CH2:6][O:7][B:8]([OH:9])[C:4]=2[CH:3]=1.C(N(CC)CC)C.[N:19]([C:22]1[CH:27]=[CH:26][CH:25]=[CH:24][CH:23]=1)=[C:20]=[O:21].Cl. The catalyst is CN(C=O)C. The product is [C:22]1([NH:19][C:20](=[O:21])[O:1][C:2]2[CH:11]=[CH:10][C:5]3[CH2:6][O:7][B:8]([OH:9])[C:4]=3[CH:3]=2)[CH:27]=[CH:26][CH:25]=[CH:24][CH:23]=1. The yield is 0.180. (4) The reactants are [Br:1][C:2]1[C:3]([OH:13])=[C:4]([CH:7]=[C:8]([N+:10]([O-:12])=[O:11])[CH:9]=1)[CH:5]=[O:6].I[CH3:15]. The catalyst is [Ag]=O.C(#N)C. The product is [Br:1][C:2]1[C:3]([O:13][CH3:15])=[C:4]([CH:7]=[C:8]([N+:10]([O-:12])=[O:11])[CH:9]=1)[CH:5]=[O:6]. The yield is 0.460. (5) The reactants are [F:1][C:2]1[CH:23]=[CH:22][C:5]([O:6][C:7]2[CH:12]=[CH:11][C:10](B3OC(C)(C)C(C)(C)O3)=[CH:9][N:8]=2)=[CH:4][CH:3]=1.[NH2:24][C:25](=[O:39])[C@@H:26]([NH:28][C:29]1[N:34]=[C:33](Cl)[N:32]=[C:31]([C:36]([NH2:38])=[O:37])[CH:30]=1)[CH3:27].C([O-])([O-])=O.[Na+].[Na+]. The catalyst is COCCOC.CCO.O.Cl[Pd](Cl)([P](C1C=CC=CC=1)(C1C=CC=CC=1)C1C=CC=CC=1)[P](C1C=CC=CC=1)(C1C=CC=CC=1)C1C=CC=CC=1. The product is [NH2:24][C:25](=[O:39])[C@@H:26]([NH:28][C:29]1[N:34]=[C:33]([C:10]2[CH:9]=[N:8][C:7]([O:6][C:5]3[CH:4]=[CH:3][C:2]([F:1])=[CH:23][CH:22]=3)=[CH:12][CH:11]=2)[N:32]=[C:31]([C:36]([NH2:38])=[O:37])[CH:30]=1)[CH3:27]. The yield is 0.500.